From a dataset of Full USPTO retrosynthesis dataset with 1.9M reactions from patents (1976-2016). Predict the reactants needed to synthesize the given product. (1) Given the product [Cl:14][CH2:15][CH2:16][C:17]([C:9]1[CH:8]=[C:7]2[C:12]3=[C:11]([CH2:1][CH2:2][N:3]3[C:4](=[O:13])[CH2:5][CH2:6]2)[CH:10]=1)=[O:18], predict the reactants needed to synthesize it. The reactants are: [CH2:1]1[C:11]2=[C:12]3[C:7](=[CH:8][CH:9]=[CH:10]2)[CH2:6][CH2:5][C:4](=[O:13])[N:3]3[CH2:2]1.[Cl:14][CH2:15][CH2:16][C:17](Cl)=[O:18]. (2) Given the product [NH2:7][CH2:8][CH2:9][CH2:10][CH2:11][CH2:12][NH:13][C:14](=[O:42])[CH2:15][O:16][CH2:17][C:18]([NH:20][C@H:21]1[CH2:30][CH2:29][C@:28]2([OH:31])[C@@:23]34[C:38]5[C:33](=[CH:34][CH:35]=[C:36]([OH:40])[C:37]=5[O:39][C@@H:22]13)[CH2:32][CH:27]2[N:26]([CH3:41])[CH2:25][CH2:24]4)=[O:19], predict the reactants needed to synthesize it. The reactants are: C(OC(=O)[NH:7][CH2:8][CH2:9][CH2:10][CH2:11][CH2:12][NH:13][C:14](=[O:42])[CH2:15][O:16][CH2:17][C:18]([NH:20][C@H:21]1[CH2:30][CH2:29][C@:28]2([OH:31])[C@@:23]34[C:38]5[C:33](=[CH:34][CH:35]=[C:36]([OH:40])[C:37]=5[O:39][C@@H:22]13)[CH2:32][CH:27]2[N:26]([CH3:41])[CH2:25][CH2:24]4)=[O:19])(C)(C)C.FC(F)(F)C(O)=O. (3) Given the product [F:1][C:2]1[CH:7]=[CH:6][C:5]([C:23]#[C:22][C:16]2[CH:21]=[CH:20][CH:19]=[CH:18][CH:17]=2)=[CH:4][N:3]=1, predict the reactants needed to synthesize it. The reactants are: [F:1][C:2]1[CH:7]=[CH:6][C:5](I)=[CH:4][N:3]=1.C(N(CC)CC)C.[C:16]1([C:22]#[CH:23])[CH:21]=[CH:20][CH:19]=[CH:18][CH:17]=1.O. (4) Given the product [N:3]1([CH:8]2[CH2:13][CH2:12][CH2:11][CH2:10][CH:9]2[NH:14][C:19](=[O:20])[C:18]2[CH:22]=[CH:23][C:24]([C:26]([F:27])([F:28])[F:29])=[CH:25][C:17]=2[C:16]([F:15])([F:30])[F:31])[CH2:4][CH2:5][CH2:6][CH2:7]1, predict the reactants needed to synthesize it. The reactants are: Cl.Cl.[N:3]1([C@H:8]2[CH2:13][CH2:12][CH2:11][CH2:10][C@H:9]2[NH2:14])[CH2:7][CH2:6][CH2:5][CH2:4]1.[F:15][C:16]([F:31])([F:30])[C:17]1[CH:25]=[C:24]([C:26]([F:29])([F:28])[F:27])[CH:23]=[CH:22][C:18]=1[C:19](O)=[O:20]. (5) Given the product [C:1]([C:5]1[CH:10]=[CH:9][C:8]([C:11]([CH3:18])([CH3:17])[C@@H:12]([C:13]([OH:15])=[O:14])[NH:20][CH3:19])=[CH:7][CH:6]=1)([CH3:4])([CH3:3])[CH3:2], predict the reactants needed to synthesize it. The reactants are: [C:1]([C:5]1[CH:10]=[CH:9][C:8]([C:11]([CH3:18])([CH3:17])[C:12](=O)[C:13]([OH:15])=[O:14])=[CH:7][CH:6]=1)([CH3:4])([CH3:3])[CH3:2].[CH3:19][NH2:20]. (6) The reactants are: C(OC(=O)[NH:7][C:8]1[S:9][C:10]([C:19]2[O:23][N:22]=[C:21]([CH3:24])[N:20]=2)=[C:11]([C:13]2[CH:18]=[CH:17][CH:16]=[CH:15][CH:14]=2)[N:12]=1)(C)(C)C.C(O)(C(F)(F)F)=O.N. Given the product [CH3:24][C:21]1[N:20]=[C:19]([C:10]2[S:9][C:8]([NH2:7])=[N:12][C:11]=2[C:13]2[CH:14]=[CH:15][CH:16]=[CH:17][CH:18]=2)[O:23][N:22]=1, predict the reactants needed to synthesize it. (7) Given the product [F:1][C:2]([F:41])([F:40])[S:3]([O:77][C:46]1[C:47]2[C:52]([C:53]3[CH:54]=[CH:55][CH:56]=[CH:57][CH:58]=3)=[C:51]([C:59]3[CH:64]=[CH:63][C:62]([C:65]4([NH:69][C:70]([O:71][C:72]([CH3:74])([CH3:73])[CH3:75])=[O:76])[CH2:66][CH2:67][CH2:68]4)=[CH:61][CH:60]=3)[O:50][C:48]=2[N:49]=[C:44]([S:43][CH3:42])[N:45]=1)(=[O:5])=[O:4], predict the reactants needed to synthesize it. The reactants are: [F:1][C:2]([F:41])([F:40])[S:3](OC1C2C(C3C=CC=CC=3)=C(C3C=CC(C4(NC(OC(C)(C)C)=O)CCC4)=CC=3)OC=2C=CN=1)(=[O:5])=[O:4].[CH3:42][S:43][C:44]1[NH:45][C:46](=[O:77])[C:47]2[C:52]([C:53]3[CH:58]=[CH:57][CH:56]=[CH:55][CH:54]=3)=[C:51]([C:59]3[CH:64]=[CH:63][C:62]([C:65]4([NH:69][C:70](=[O:76])[O:71][C:72]([CH3:75])([CH3:74])[CH3:73])[CH2:68][CH2:67][CH2:66]4)=[CH:61][CH:60]=3)[O:50][C:48]=2[N:49]=1. (8) The reactants are: [F-].C([N+](CCCC)(CCCC)CCCC)CCC.[OH:19][C@H:20]1[C@H:24]([C:25]#[C:26][Si](C)(C)C)[CH2:23][N:22]([C:31]([O:33][C:34]([CH3:37])([CH3:36])[CH3:35])=[O:32])[CH2:21]1. Given the product [C:25]([C@@H:24]1[CH2:23][N:22]([C:31]([O:33][C:34]([CH3:36])([CH3:35])[CH3:37])=[O:32])[CH2:21][C@H:20]1[OH:19])#[CH:26], predict the reactants needed to synthesize it.